From a dataset of Reaction yield outcomes from USPTO patents with 853,638 reactions. Predict the reaction yield, written as a fraction of the theoretical maximum amount of product (1.0 means a 100% yield; for example, 0.34 means a 34% yield). (1) The reactants are CCN(C(C)C)C(C)C.C1C=NC2N(O)N=NC=2C=1.CCN=C=NCCCN(C)C.Cl.[CH3:32][O:33][C:34]1[CH:35]=[C:36]2[C:41](=[CH:42][CH:43]=1)[CH:40]=[C:39]([S:44]([N:47]1[CH2:52][CH2:51][N:50]3[CH:53]=[CH:54][CH:55]=[C:49]3[CH:48]1[CH2:56][C:57](O)=[O:58])(=[O:46])=[O:45])[CH:38]=[CH:37]2.[N:60]1([CH2:66][C:67]2[CH:68]=[C:69]3[C:74](=[CH:75][CH:76]=2)[CH2:73][CH:72]([NH2:77])[CH2:71][CH2:70]3)[CH2:65][CH2:64][CH2:63][CH2:62][CH2:61]1. The catalyst is C(Cl)Cl. The product is [CH3:32][O:33][C:34]1[CH:35]=[C:36]2[C:41](=[CH:42][CH:43]=1)[CH:40]=[C:39]([S:44]([N:47]1[CH2:52][CH2:51][N:50]3[CH:53]=[CH:54][CH:55]=[C:49]3[CH:48]1[CH2:56][C:57]([NH:77][CH:72]1[CH2:71][CH2:70][C:69]3[C:74](=[CH:75][CH:76]=[C:67]([CH2:66][N:60]4[CH2:65][CH2:64][CH2:63][CH2:62][CH2:61]4)[CH:68]=3)[CH2:73]1)=[O:58])(=[O:45])=[O:46])[CH:38]=[CH:37]2. The yield is 0.580. (2) The reactants are [CH3:1][O:2][C:3]1[C:4]([CH3:23])=[C:5]([C:14]([O:21][CH3:22])=[C:15]([O:19][CH3:20])[C:16]=1[O:17][CH3:18])[CH2:6][C:7]1[CH:12]=[CH:11][CH:10]=[CH:9][C:8]=1[OH:13].C1N2CN3CN(C2)CN1C3.FC(F)(F)[C:36](O)=[O:37]. No catalyst specified. The product is [CH3:1][O:2][C:3]1[C:4]([CH3:23])=[C:5]([C:14]([O:21][CH3:22])=[C:15]([O:19][CH3:20])[C:16]=1[O:17][CH3:18])[CH2:6][C:7]1[C:8]([OH:13])=[C:9]([CH:10]=[CH:11][CH:12]=1)[CH:36]=[O:37]. The yield is 0.270. (3) The reactants are [CH3:1][O:2][C:3]1[CH:12]=[C:11]2[C:6]([CH:7]=[CH:8][CH:9]=[C:10]2[CH2:13][CH2:14][NH2:15])=[CH:5][CH:4]=1.[C:16]([O-])(=[O:18])[CH3:17].[Na+].C(O)C.C(OC(=O)C)(=O)C. The catalyst is O. The product is [CH3:1][O:2][C:3]1[CH:12]=[C:11]2[C:6]([CH:7]=[CH:8][CH:9]=[C:10]2[CH2:13][CH2:14][NH:15][C:16](=[O:18])[CH3:17])=[CH:5][CH:4]=1. The yield is 0.800. (4) The reactants are [CH2:1]([O:8][C:9]1[C:10]2[N:11]([C:15](I)=[CH:16][N:17]=2)[CH:12]=[CH:13][CH:14]=1)[C:2]1[CH:7]=[CH:6][CH:5]=[CH:4][CH:3]=1.[Li]CCCC.[CH:24]([P:34]([O:39][CH2:40][CH3:41])(=[O:38])[O:35][CH2:36][CH3:37])([P:26]([O:31][CH2:32][CH3:33])(=[O:30])[O:27][CH2:28][CH3:29])[CH3:25]. The catalyst is C1COCC1. The product is [CH2:36]([O:35][P:34]([CH:24]([P:26]([O:31][CH2:32][CH3:33])([O:27][CH2:28][CH3:29])=[O:30])[CH2:25][C:15]1[N:11]2[CH:12]=[CH:13][CH:14]=[C:9]([O:8][CH2:1][C:2]3[CH:7]=[CH:6][CH:5]=[CH:4][CH:3]=3)[C:10]2=[N:17][CH:16]=1)(=[O:38])[O:39][CH2:40][CH3:41])[CH3:37]. The yield is 0.690. (5) The reactants are [Cl:1][C:2]1[CH:9]=[C:8]([N:10]([CH2:16][C:17]2[CH:22]=[CH:21][CH:20]=[CH:19][C:18]=2[Cl:23])[C@H:11]2[CH2:15][CH2:14][NH:13][CH2:12]2)[CH:7]=[CH:6][C:3]=1[C:4]#[N:5].Br[CH2:25][C:26]1[CH:31]=[CH:30][N:29]=[CH:28][CH:27]=1. No catalyst specified. The product is [Cl:1][C:2]1[CH:9]=[C:8]([N:10]([CH2:16][C:17]2[CH:22]=[CH:21][CH:20]=[CH:19][C:18]=2[Cl:23])[C@H:11]2[CH2:15][CH2:14][N:13]([CH2:25][C:26]3[CH:31]=[CH:30][N:29]=[CH:28][CH:27]=3)[CH2:12]2)[CH:7]=[CH:6][C:3]=1[C:4]#[N:5]. The yield is 0.390. (6) The reactants are [F:1][C:2]1([C:6]2[C:7]([O:28][C@@H:29]([CH3:34])[C:30]([F:33])([F:32])[F:31])=[CH:8][C:9]([C:12]([NH:14][C:15]([C:22]3[N:26]=[C:25]([CH3:27])[O:24][N:23]=3)([CH3:21])[C:16]([O:18]CC)=[O:17])=[O:13])=[N:10][CH:11]=2)[CH2:5][O:4][CH2:3]1.O. The catalyst is C1COCC1.C(OCC)(=O)C. The product is [F:1][C:2]1([C:6]2[C:7]([O:28][C@@H:29]([CH3:34])[C:30]([F:31])([F:33])[F:32])=[CH:8][C:9]([C:12]([NH:14][C:15]([C:22]3[N:26]=[C:25]([CH3:27])[O:24][N:23]=3)([CH3:21])[C:16]([OH:18])=[O:17])=[O:13])=[N:10][CH:11]=2)[CH2:5][O:4][CH2:3]1. The yield is 1.00. (7) The reactants are [C:1](N1C=CN=C1)([N:3]1[CH:7]=[CH:6][N:5]=[CH:4]1)=[O:2].[CH3:13][O:14][C:15]([CH:17]([C:24]1[CH:29]=[CH:28][C:27]([O:30][CH3:31])=[CH:26][CH:25]=1)[N:18]1[CH2:23][CH2:22][NH:21][CH2:20][CH2:19]1)=[O:16].C1CCN2C(=NCCC2)CC1.C(Cl)Cl. The catalyst is C1COCC1.CO. The product is [N:3]1([C:1]([N:21]2[CH2:22][CH2:23][N:18]([CH:17]([C:15]([O:14][CH3:13])=[O:16])[C:24]3[CH:29]=[CH:28][C:27]([O:30][CH3:31])=[CH:26][CH:25]=3)[CH2:19][CH2:20]2)=[O:2])[CH:7]=[CH:6][N:5]=[CH:4]1. The yield is 0.792. (8) The product is [Si:1]([O:8][C@@H:9]([CH2:35][C@H:36]([O:63][Si:64]([C:67]([CH3:70])([CH3:69])[CH3:68])([CH3:66])[CH3:65])/[CH:37]=[CH:38]\[C@H:39]([CH3:62])[C@H:40]([O:54][Si:55]([C:58]([CH3:60])([CH3:59])[CH3:61])([CH3:57])[CH3:56])[C@@H:41]([CH3:53])[CH2:42][CH2:43][CH2:44][O:45][Si:46]([C:49]([CH3:50])([CH3:51])[CH3:52])([CH3:48])[CH3:47])[C@H:10]([CH3:34])/[CH:11]=[CH:12]/[CH2:13][O:14][C:15]([C:28]1[CH:33]=[CH:32][CH:31]=[CH:30][CH:29]=1)([C:22]1[CH:23]=[CH:24][CH:25]=[CH:26][CH:27]=1)[C:16]1[CH:17]=[CH:18][CH:19]=[CH:20][CH:21]=1)([C:4]([CH3:5])([CH3:6])[CH3:7])([CH3:3])[CH3:2]. The reactants are [Si:1]([O:8][C@@H:9]([CH2:35][C@H:36]([OH:63])/[CH:37]=[CH:38]\[C@H:39]([CH3:62])[C@H:40]([O:54][Si:55]([C:58]([CH3:61])([CH3:60])[CH3:59])([CH3:57])[CH3:56])[C@@H:41]([CH3:53])[CH2:42][CH2:43][CH2:44][O:45][Si:46]([C:49]([CH3:52])([CH3:51])[CH3:50])([CH3:48])[CH3:47])[C@H:10]([CH3:34])/[CH:11]=[CH:12]/[CH2:13][O:14][C:15]([C:28]1[CH:33]=[CH:32][CH:31]=[CH:30][CH:29]=1)([C:22]1[CH:27]=[CH:26][CH:25]=[CH:24][CH:23]=1)[C:16]1[CH:21]=[CH:20][CH:19]=[CH:18][CH:17]=1)([C:4]([CH3:7])([CH3:6])[CH3:5])([CH3:3])[CH3:2].[Si:64](OS(C(F)(F)F)(=O)=O)([C:67]([CH3:70])([CH3:69])[CH3:68])([CH3:66])[CH3:65].N1C(C)=CC=CC=1C. The catalyst is CCOC(C)=O.CCCCCC. The yield is 0.960. (9) The reactants are [CH3:1][C:2]1[N:11]([CH3:12])[C:10](=[O:13])[C:9]2[C:4](=[CH:5][CH:6]=[CH:7][CH:8]=2)[N:3]=1.[F:14][C:15]1[CH:22]=[CH:21][CH:20]=[CH:19][C:16]=1[CH:17]=O. No catalyst specified. The product is [F:14][C:15]1[CH:22]=[CH:21][CH:20]=[CH:19][C:16]=1[CH:17]=[CH:1][C:2]1[N:11]([CH3:12])[C:10](=[O:13])[C:9]2[C:4](=[CH:5][CH:6]=[CH:7][CH:8]=2)[N:3]=1. The yield is 0.540. (10) The reactants are [CH3:1][C:2]1[N:3]=[CH:4][N:5]([C:7]2[CH:12]=[CH:11][N:10]=[C:9]([NH2:13])[C:8]=2[N+:14]([O-])=O)[CH:6]=1.C(Cl)Cl. The catalyst is CO.[Pd]. The product is [CH3:1][C:2]1[N:3]=[CH:4][N:5]([C:7]2[CH:12]=[CH:11][N:10]=[C:9]([NH2:13])[C:8]=2[NH2:14])[CH:6]=1. The yield is 0.964.